This data is from NCI-60 drug combinations with 297,098 pairs across 59 cell lines. The task is: Regression. Given two drug SMILES strings and cell line genomic features, predict the synergy score measuring deviation from expected non-interaction effect. (1) Drug 1: CCCS(=O)(=O)NC1=C(C(=C(C=C1)F)C(=O)C2=CNC3=C2C=C(C=N3)C4=CC=C(C=C4)Cl)F. Drug 2: CC1=C2C(C(=O)C3(C(CC4C(C3C(C(C2(C)C)(CC1OC(=O)C(C(C5=CC=CC=C5)NC(=O)C6=CC=CC=C6)O)O)OC(=O)C7=CC=CC=C7)(CO4)OC(=O)C)O)C)OC(=O)C. Cell line: UACC62. Synergy scores: CSS=64.5, Synergy_ZIP=1.32, Synergy_Bliss=0.994, Synergy_Loewe=4.18, Synergy_HSA=6.74. (2) Drug 1: CNC(=O)C1=NC=CC(=C1)OC2=CC=C(C=C2)NC(=O)NC3=CC(=C(C=C3)Cl)C(F)(F)F. Drug 2: CC(C)CN1C=NC2=C1C3=CC=CC=C3N=C2N. Cell line: SK-MEL-5. Synergy scores: CSS=8.95, Synergy_ZIP=-0.770, Synergy_Bliss=2.78, Synergy_Loewe=3.68, Synergy_HSA=2.25. (3) Drug 1: C1CCN(CC1)CCOC2=CC=C(C=C2)C(=O)C3=C(SC4=C3C=CC(=C4)O)C5=CC=C(C=C5)O. Drug 2: CN(CC1=CN=C2C(=N1)C(=NC(=N2)N)N)C3=CC=C(C=C3)C(=O)NC(CCC(=O)O)C(=O)O. Cell line: KM12. Synergy scores: CSS=26.1, Synergy_ZIP=5.21, Synergy_Bliss=4.95, Synergy_Loewe=-9.97, Synergy_HSA=0.389. (4) Drug 2: CCN(CC)CCNC(=O)C1=C(NC(=C1C)C=C2C3=C(C=CC(=C3)F)NC2=O)C. Drug 1: C1CCC(C1)C(CC#N)N2C=C(C=N2)C3=C4C=CNC4=NC=N3. Synergy scores: CSS=0.373, Synergy_ZIP=3.74, Synergy_Bliss=6.28, Synergy_Loewe=-1.16, Synergy_HSA=-0.268. Cell line: HS 578T. (5) Drug 1: CC(CN1CC(=O)NC(=O)C1)N2CC(=O)NC(=O)C2. Drug 2: CC12CCC3C(C1CCC2O)C(CC4=C3C=CC(=C4)O)CCCCCCCCCS(=O)CCCC(C(F)(F)F)(F)F. Cell line: HCT116. Synergy scores: CSS=32.8, Synergy_ZIP=1.45, Synergy_Bliss=2.64, Synergy_Loewe=3.10, Synergy_HSA=3.94.